Dataset: Catalyst prediction with 721,799 reactions and 888 catalyst types from USPTO. Task: Predict which catalyst facilitates the given reaction. (1) Reactant: [CH2:1]([O:3][C:4](=[O:16])[CH2:5][C:6]1[C:10]2[CH:11]=[CH:12][C:13]([OH:15])=[CH:14][C:9]=2[S:8][CH:7]=1)[CH3:2].CN(C=O)C.[Cl:22][C:23]1[CH:30]=[C:29]([Cl:31])[CH:28]=[CH:27][C:24]=1[CH2:25]Cl.C([O-])([O-])=O.[K+].[K+]. Product: [CH2:1]([O:3][C:4](=[O:16])[CH2:5][C:6]1[C:10]2[CH:11]=[CH:12][C:13]([O:15][CH2:25][C:24]3[CH:27]=[CH:28][C:29]([Cl:31])=[CH:30][C:23]=3[Cl:22])=[CH:14][C:9]=2[S:8][CH:7]=1)[CH3:2]. The catalyst class is: 25. (2) Reactant: Br[C:2]1[CH:14]=[CH:13][C:12]2[C:11]3[C:6](=[CH:7][C:8]([Br:15])=[CH:9][CH:10]=3)[C:5]([CH3:17])([CH3:16])[C:4]=2[CH:3]=1.[C:18]1(C)[CH:23]=[CH:22][CH:21]=[CH:20][C:19]=1[NH:24][C:25]1[CH:30]=CC=C[C:26]=1C.[CH3:33][C:34]([CH3:37])([O-])[CH3:35].[Na+].[C:39]1(C)C=CC=CC=1. Product: [Br:15][C:8]1[CH:7]=[C:6]2[C:11]([C:12]3[CH:13]=[CH:14][C:2]([N:24]([C:19]4[CH:18]=[CH:23][C:22]([CH3:39])=[CH:21][CH:20]=4)[C:25]4[CH:26]=[CH:35][C:34]([CH3:37])=[CH:33][CH:30]=4)=[CH:3][C:4]=3[C:5]2([CH3:16])[CH3:17])=[CH:10][CH:9]=1. The catalyst class is: 140. (3) Reactant: [CH2:1]([N:8]([CH2:24][C:25]1[CH:30]=[CH:29][CH:28]=[CH:27][CH:26]=1)[C@@H:9]([CH2:17][C:18]1[CH:23]=[CH:22][CH:21]=[CH:20][CH:19]=1)[C@H:10]([C@H:12]1[CH2:16][CH2:15][CH2:14][NH:13]1)[OH:11])[C:2]1[CH:7]=[CH:6][CH:5]=[CH:4][CH:3]=1.C(N(CC)CC)C.[CH3:38][C:39]([O:42][C:43](O[C:43]([O:42][C:39]([CH3:41])([CH3:40])[CH3:38])=[O:44])=[O:44])([CH3:41])[CH3:40]. Product: [CH2:24]([N:8]([CH2:1][C:2]1[CH:3]=[CH:4][CH:5]=[CH:6][CH:7]=1)[C@@H:9]([CH2:17][C:18]1[CH:19]=[CH:20][CH:21]=[CH:22][CH:23]=1)[C@H:10]([C@H:12]1[CH2:16][CH2:15][CH2:14][N:13]1[C:43]([O:42][C:39]([CH3:41])([CH3:40])[CH3:38])=[O:44])[OH:11])[C:25]1[CH:26]=[CH:27][CH:28]=[CH:29][CH:30]=1. The catalyst class is: 64. (4) Reactant: Cl.Cl.[O:3]1[CH2:8][CH2:7][CH:6]([CH2:9][C@H:10]2[CH2:15][NH:14][CH2:13][CH2:12][NH:11]2)[CH2:5][CH2:4]1.C(N(CC)CC)C.[Br:23][C:24]1[S:28][C:27]([S:29](Cl)(=[O:31])=[O:30])=[CH:26][CH:25]=1. Product: [Br:23][C:24]1[S:28][C:27]([S:29]([N:14]2[CH2:13][CH2:12][NH:11][C@@H:10]([CH2:9][CH:6]3[CH2:5][CH2:4][O:3][CH2:8][CH2:7]3)[CH2:15]2)(=[O:31])=[O:30])=[CH:26][CH:25]=1. The catalyst class is: 2. (5) The catalyst class is: 17. Reactant: [NH2:1][C:2]1[CH:7]=[C:6]([NH:8][C:9]([C:11]2[CH:12]=[C:13]([C:19]3[CH:24]=[CH:23][CH:22]=[C:21]([O:25][CH3:26])[CH:20]=3)[C:14]([O:17][CH3:18])=[CH:15][CH:16]=2)=[O:10])[CH:5]=[CH:4][C:3]=1[C:27]1[CH:32]=[CH:31][C:30]([O:33][CH:34]2[CH2:39][CH2:38][N:37]([CH3:40])[CH2:36][CH2:35]2)=[CH:29][CH:28]=1.[C:41](OC(=O)C)(=[O:43])[CH3:42]. Product: [C:41]([NH:1][C:2]1[CH:7]=[C:6]([NH:8][C:9]([C:11]2[CH:12]=[C:13]([C:19]3[CH:24]=[CH:23][CH:22]=[C:21]([O:25][CH3:26])[CH:20]=3)[C:14]([O:17][CH3:18])=[CH:15][CH:16]=2)=[O:10])[CH:5]=[CH:4][C:3]=1[C:27]1[CH:32]=[CH:31][C:30]([O:33][CH:34]2[CH2:39][CH2:38][N:37]([CH3:40])[CH2:36][CH2:35]2)=[CH:29][CH:28]=1)(=[O:43])[CH3:42]. (6) Reactant: [Cl:1][C:2]1[C:10]2[N:9]=[C:8]([NH:11][C:12]3[CH:17]=[C:16]([Cl:18])[CH:15]=[C:14]([Cl:19])[CH:13]=3)[N:7]([CH2:20][CH2:21][CH2:22][C:23](OCC)=[O:24])[C:6]=2[C:5]([CH:28]([CH2:31][CH3:32])[CH2:29][CH3:30])=[CH:4][CH:3]=1.[BH4-].[Li+].O. Product: [Cl:1][C:2]1[C:10]2[N:9]=[C:8]([NH:11][C:12]3[CH:17]=[C:16]([Cl:18])[CH:15]=[C:14]([Cl:19])[CH:13]=3)[N:7]([CH2:20][CH2:21][CH2:22][CH2:23][OH:24])[C:6]=2[C:5]([CH:28]([CH2:31][CH3:32])[CH2:29][CH3:30])=[CH:4][CH:3]=1. The catalyst class is: 7. (7) The catalyst class is: 22. Product: [C:10]([O:13][C:14]1[CH:19]=[CH:18][C:17](/[CH:20]=[CH:21]/[C:22]([Cl:8])=[O:23])=[CH:16][C:15]=1[O:25][CH3:26])(=[O:12])[CH3:11]. Reactant: CN(C=O)C.S(Cl)([Cl:8])=O.[C:10]([O:13][C:14]1[CH:19]=[CH:18][C:17](/[CH:20]=[CH:21]/[C:22](O)=[O:23])=[CH:16][C:15]=1[O:25][CH3:26])(=[O:12])[CH3:11].